Dataset: Catalyst prediction with 721,799 reactions and 888 catalyst types from USPTO. Task: Predict which catalyst facilitates the given reaction. (1) Reactant: Cl.C[O:3][C:4](=[O:9])[C@@H:5]([CH2:7][OH:8])[NH2:6].[CH:10](=O)[C:11]1[CH:16]=[CH:15][CH:14]=[CH:13][CH:12]=1.[BH4-].[Na+].[OH-].[Na+].Cl. Product: [C:11]1([CH2:10][NH:6][C@@H:5]([C:4]([OH:3])=[O:9])[CH2:7][OH:8])[CH:16]=[CH:15][CH:14]=[CH:13][CH:12]=1. The catalyst class is: 24. (2) Reactant: C(O[C:6](=O)[NH:7][C:8]1[C:9]([C:19]2[CH:24]=[CH:23][C:22]([F:25])=[CH:21][C:20]=2[CH3:26])=[C:10]2[CH:16]=[N:15][N:14]([CH2:17][CH3:18])[C:11]2=[N:12][CH:13]=1)(C)(C)C.[H-].[Na+].IC. Product: [CH2:17]([N:14]1[C:11]2=[N:12][CH:13]=[C:8]([NH:7][CH3:6])[C:9]([C:19]3[CH:24]=[CH:23][C:22]([F:25])=[CH:21][C:20]=3[CH3:26])=[C:10]2[CH:16]=[N:15]1)[CH3:18]. The catalyst class is: 3. (3) Reactant: Br[C:2]1[C:3]2[C:7]([CH:8]=[CH:9][CH:10]=1)=[N:6][N:5]1[C:11]([CH:16]3[CH2:21][CH2:20][N:19]([C:22]([O:24][C:25]([CH3:28])([CH3:27])[CH3:26])=[O:23])[CH2:18][CH2:17]3)=[CH:12][C:13](=[O:15])[NH:14][C:4]=21.P([O-])([O-])([O-])=O.[K+].[K+].[K+].Br[C:38]1[CH:43]=[C:42](F)[CH:41]=[C:40]([F:45])[CH:39]=1.[O:46]1CCC[CH2:47]1. Product: [F:45][C:40]1[CH:41]=[CH:42][CH:43]=[C:38]([O:46][CH3:47])[C:39]=1[C:2]1[C:3]2[C:7]([CH:8]=[CH:9][CH:10]=1)=[N:6][N:5]1[C:11]([CH:16]3[CH2:17][CH2:18][N:19]([C:22]([O:24][C:25]([CH3:27])([CH3:26])[CH3:28])=[O:23])[CH2:20][CH2:21]3)=[CH:12][C:13](=[O:15])[NH:14][C:4]=21. The catalyst class is: 69. (4) Reactant: [Li+].[BH4-].CO.[H][H].C([O:9][C:10](=O)[C:11]([CH3:19])([CH3:18])[CH2:12][CH2:13][CH2:14][CH2:15][CH2:16][Br:17])C.Cl.[Cl-].[NH4+]. Product: [Br:17][CH2:16][CH2:15][CH2:14][CH2:13][CH2:12][C:11]([CH3:19])([CH3:18])[CH2:10][OH:9]. The catalyst class is: 4. (5) The catalyst class is: 3. Reactant: [N:1]([C:4]1[CH:9]=[C:8]([C:10]([O:12]C)=O)[C:7]([CH3:14])=[CH:6][C:5]=1[C:15]([O:17]C)=O)=[C:2]=[S:3].[CH3:19][O:20][C:21]1[CH:26]=[C:25]([O:27][CH3:28])[N:24]=[C:23]([NH2:29])[N:22]=1.[OH-].[Na+].Cl.CCN(C(C)C)C(C)C.CN(C(ON1N=NC2C=CC=NC1=2)=[N+](C)C)C.F[P-](F)(F)(F)(F)F.[Cl:66][C:67]1[CH:74]=[CH:73][C:70]([CH2:71][NH2:72])=[CH:69][CH:68]=1. Product: [Cl:66][C:67]1[CH:74]=[CH:73][C:70]([CH2:71][NH:72][C:10]([C:8]2[CH:9]=[C:4]3[C:5]([C:15](=[O:17])[N:29]([C:23]4[N:24]=[C:25]([O:27][CH3:28])[CH:26]=[C:21]([O:20][CH3:19])[N:22]=4)[C:2](=[S:3])[NH:1]3)=[CH:6][C:7]=2[CH3:14])=[O:12])=[CH:69][CH:68]=1. (6) The catalyst class is: 2. Reactant: [S:1]1[CH:5]=[CH:4][CH:3]=[C:2]1[CH2:6][NH2:7].[CH3:8][C:9]([CH3:14])([CH3:13])[C:10](Cl)=[O:11].C(O)C(N)(CO)CO. Product: [CH3:8][C:9]([CH3:14])([CH3:13])[C:10]([NH:7][CH2:6][C:2]1[S:1][CH:5]=[CH:4][CH:3]=1)=[O:11]. (7) Reactant: C([O:3][C:4](=[O:29])[CH2:5][C:6]1[CH:11]=[CH:10][CH:9]=[C:8]([NH:12][C:13]([C:15]2[O:16][C:17]([C:20]3[CH:25]=[CH:24][C:23]([N:26]([CH3:28])[CH3:27])=[CH:22][CH:21]=3)=[CH:18][CH:19]=2)=[O:14])[CH:7]=1)C.[OH-].[Na+]. Product: [CH3:28][N:26]([CH3:27])[C:23]1[CH:22]=[CH:21][C:20]([C:17]2[O:16][C:15]([C:13]([NH:12][C:8]3[CH:7]=[C:6]([CH2:5][C:4]([OH:29])=[O:3])[CH:11]=[CH:10][CH:9]=3)=[O:14])=[CH:19][CH:18]=2)=[CH:25][CH:24]=1. The catalyst class is: 6. (8) Reactant: [CH3:1][NH2:2].[F:3][C:4]([F:44])([C:22]([F:43])([F:42])[C:23]([F:41])([F:40])[C:24]([F:39])([F:38])[C:25]([F:37])([F:36])[C:26]([F:35])([F:34])[C:27]([F:33])([F:32])[C:28]([F:31])([F:30])[F:29])[CH2:5][CH2:6][CH2:7][CH2:8][CH2:9][CH2:10]C1C=C(C)C=CC=1S([O-])(=O)=O. Product: [F:3][C:4]([F:44])([C:22]([F:43])([F:42])[C:23]([F:41])([F:40])[C:24]([F:39])([F:38])[C:25]([F:37])([F:36])[C:26]([F:35])([F:34])[C:27]([F:33])([F:32])[C:28]([F:31])([F:30])[F:29])[CH2:5][CH2:6][CH2:7][CH2:8][CH2:9][CH2:10][NH:2][CH3:1]. The catalyst class is: 7. (9) Reactant: [Cl:1][C:2]1[C:10]([C:11]2([C:14]#[N:15])[CH2:13][CH2:12]2)=[CH:9][CH:8]=[CH:7][C:3]=1[C:4]([OH:6])=O.C(Cl)(=O)C(Cl)=O.CN(C)C=O.[NH2:27][C:28]1[CH:29]=[C:30]([CH:49]=[CH:50][C:51]=1[F:52])[O:31][C:32]1[CH:46]=[CH:45][C:35]2[N:36]=[C:37]([NH:39][C:40]([CH:42]3[CH2:44][CH2:43]3)=[O:41])[S:38][C:34]=2[C:33]=1[C:47]#[N:48]. Product: [Cl:1][C:2]1[C:10]([C:11]2([C:14]#[N:15])[CH2:13][CH2:12]2)=[CH:9][CH:8]=[CH:7][C:3]=1[C:4]([NH:27][C:28]1[CH:29]=[C:30]([O:31][C:32]2[CH:46]=[CH:45][C:35]3[N:36]=[C:37]([NH:39][C:40]([CH:42]4[CH2:44][CH2:43]4)=[O:41])[S:38][C:34]=3[C:33]=2[C:47]#[N:48])[CH:49]=[CH:50][C:51]=1[F:52])=[O:6]. The catalyst class is: 54. (10) Reactant: [Cl:1][C:2]1[CH:3]=[CH:4][C:5]([CH2:8][NH2:9])=[N:6][CH:7]=1.CO. Product: [ClH:1].[Cl:1][C:2]1[CH:3]=[CH:4][C:5]([CH2:8][NH2:9])=[N:6][CH:7]=1. The catalyst class is: 4.